Dataset: Peptide-MHC class II binding affinity with 134,281 pairs from IEDB. Task: Regression. Given a peptide amino acid sequence and an MHC pseudo amino acid sequence, predict their binding affinity value. This is MHC class II binding data. (1) The MHC is DRB1_0802 with pseudo-sequence DRB1_0802. The binding affinity (normalized) is 0. The peptide sequence is LCQVFADATPTGWGL. (2) The peptide sequence is MMFLSLGVGADQGCAR. The MHC is HLA-DQA10501-DQB10402 with pseudo-sequence HLA-DQA10501-DQB10402. The binding affinity (normalized) is 0.502. (3) The peptide sequence is PDDPRNWAGVTSVSI. The MHC is HLA-DQA10501-DQB10201 with pseudo-sequence HLA-DQA10501-DQB10201. The binding affinity (normalized) is 0.443.